From a dataset of Forward reaction prediction with 1.9M reactions from USPTO patents (1976-2016). Predict the product of the given reaction. (1) Given the reactants O[CH:2]1[CH2:7][CH2:6][N:5]([C:8]([O:10][C:11]([CH3:14])([CH3:13])[CH3:12])=[O:9])[C@@H:4]([C:15](=[O:29])[NH:16][C@H:17]([C:19]2[CH:24]=[CH:23][C:22]([C:25]([O:27][CH3:28])=[O:26])=[CH:21][CH:20]=2)[CH3:18])[CH2:3]1.CCN(S(F)(F)[F:36])CC, predict the reaction product. The product is: [F:36][CH:2]1[CH2:7][CH2:6][N:5]([C:8]([O:10][C:11]([CH3:14])([CH3:13])[CH3:12])=[O:9])[C@@H:4]([C:15](=[O:29])[NH:16][C@H:17]([C:19]2[CH:24]=[CH:23][C:22]([C:25]([O:27][CH3:28])=[O:26])=[CH:21][CH:20]=2)[CH3:18])[CH2:3]1. (2) The product is: [F:29][C:26]1[CH:25]=[CH:24][C:23]([C:8]2[O:9][C:10]3[CH:15]=[C:14]([N+:16]([O-:18])=[O:17])[C:13]([O:19][CH:20]([CH3:21])[CH3:22])=[CH:12][C:11]=3[C:7]=2[C:5]2[NH:4][CH2:3][CH2:2][N:1]=2)=[CH:28][CH:27]=1. Given the reactants [NH2:1][CH2:2][CH2:3][NH:4][C:5]([C:7]1[C:11]2[CH:12]=[C:13]([O:19][CH:20]([CH3:22])[CH3:21])[C:14]([N+:16]([O-:18])=[O:17])=[CH:15][C:10]=2[O:9][C:8]=1[C:23]1[CH:28]=[CH:27][C:26]([F:29])=[CH:25][CH:24]=1)=O.O=P(Cl)(Cl)Cl, predict the reaction product. (3) Given the reactants [CH:1]12[O:9][CH:5]([CH2:6][NH:7][CH2:8]1)[CH2:4][N:3]([CH2:10][CH2:11][O:12][C:13]1[CH:20]=[CH:19][C:16]([C:17]#[N:18])=[CH:15][CH:14]=1)[CH2:2]2.Cl[CH2:22][CH2:23][CH2:24][CH2:25][C:26]1[CH:31]=[CH:30][N:29]=[CH:28][CH:27]=1.C([O-])([O-])=O.[K+].[K+], predict the reaction product. The product is: [N:29]1[CH:30]=[CH:31][C:26]([CH2:25][CH2:24][CH2:23][CH2:22][N:7]2[CH2:8][CH:1]3[O:9][CH:5]([CH2:4][N:3]([CH2:10][CH2:11][O:12][C:13]4[CH:20]=[CH:19][C:16]([C:17]#[N:18])=[CH:15][CH:14]=4)[CH2:2]3)[CH2:6]2)=[CH:27][CH:28]=1.